Dataset: Peptide-MHC class II binding affinity with 134,281 pairs from IEDB. Task: Regression. Given a peptide amino acid sequence and an MHC pseudo amino acid sequence, predict their binding affinity value. This is MHC class II binding data. (1) The peptide sequence is AFKVACTAANAAPAN. The MHC is DRB1_1001 with pseudo-sequence DRB1_1001. The binding affinity (normalized) is 0.794. (2) The peptide sequence is LLCGIGCAMLHWSLIK. The MHC is DRB1_0301 with pseudo-sequence DRB1_0301. The binding affinity (normalized) is 0. (3) The peptide sequence is KEPLKECGGILQAYD. The MHC is DRB5_0101 with pseudo-sequence DRB5_0101. The binding affinity (normalized) is 0.336. (4) The peptide sequence is KPVSQMRMATPLLMRPM. The MHC is DRB5_0101 with pseudo-sequence DRB5_0101. The binding affinity (normalized) is 0.750.